Dataset: Forward reaction prediction with 1.9M reactions from USPTO patents (1976-2016). Task: Predict the product of the given reaction. (1) Given the reactants Br[C:2]1[CH:3]=[N:4][C:5]([NH:8][C:9]2[CH:14]=[CH:13][C:12]([CH3:15])=[C:11]([N+:16]([O-:18])=[O:17])[CH:10]=2)=[N:6][CH:7]=1.[F:19][C:20]([F:32])([F:31])[O:21][C:22]1[CH:27]=[CH:26][C:25](B(O)O)=[CH:24][CH:23]=1.C([O-])([O-])=O.[Na+].[Na+], predict the reaction product. The product is: [CH3:15][C:12]1[CH:13]=[CH:14][C:9]([NH:8][C:5]2[N:4]=[CH:3][C:2]([C:25]3[CH:24]=[CH:23][C:22]([O:21][C:20]([F:19])([F:31])[F:32])=[CH:27][CH:26]=3)=[CH:7][N:6]=2)=[CH:10][C:11]=1[N+:16]([O-:18])=[O:17]. (2) The product is: [C:1]([Si:5]([O:16][C:13]1[CH:14]=[CH:15][C:10]([F:9])=[CH:11][C:12]=1[CH3:17])([CH3:8])[CH3:7])([CH3:4])([CH3:3])[CH3:2]. Given the reactants [C:1]([Si:5]([CH3:8])([CH3:7])Cl)([CH3:4])([CH3:3])[CH3:2].[F:9][C:10]1[CH:15]=[CH:14][C:13]([OH:16])=[C:12]([CH3:17])[CH:11]=1.N1C=CN=C1, predict the reaction product. (3) Given the reactants CS(O[CH:6]([C:9]1[CH:14]=[CH:13][C:12]([C:15]2[CH:20]=[CH:19][CH:18]=[CH:17][C:16]=2[C:21]#[N:22])=[CH:11][N:10]=1)[CH2:7][CH3:8])(=O)=O.C(N(CC)CC)C.[NH:30]1[CH:34]=[CH:33][N:32]=[CH:31]1, predict the reaction product. The product is: [N:30]1([CH:6]([C:9]2[N:10]=[CH:11][C:12]([C:15]3[CH:20]=[CH:19][CH:18]=[CH:17][C:16]=3[C:21]#[N:22])=[CH:13][CH:14]=2)[CH2:7][CH3:8])[CH:34]=[CH:33][N:32]=[CH:31]1. (4) Given the reactants Cl[C:2]1[N:7]=[C:6]([Cl:8])[N:5]=[CH:4][N:3]=1.CCN(C(C)C)C(C)C.[O:18]1[CH2:21][CH:20]([N:22]2[CH2:27][CH2:26][N:25]([C:28]3[CH:34]=[CH:33][C:31]([NH2:32])=[CH:30][CH:29]=3)[CH2:24][CH2:23]2)[CH2:19]1, predict the reaction product. The product is: [Cl:8][C:6]1[N:5]=[CH:4][N:3]=[C:2]([NH:32][C:31]2[CH:30]=[CH:29][C:28]([N:25]3[CH2:26][CH2:27][N:22]([CH:20]4[CH2:21][O:18][CH2:19]4)[CH2:23][CH2:24]3)=[CH:34][CH:33]=2)[N:7]=1. (5) The product is: [C:30]([O:29][C:27]([N:24]1[CH2:25][CH2:26][CH:21]([NH:20][C:2]2[N:3]=[C:4]([CH2:12][C:13]3[CH:18]=[CH:17][C:16]([Cl:19])=[CH:15][CH:14]=3)[CH:5]=[C:6]([C:8]([OH:11])([CH3:10])[CH3:9])[N:7]=2)[CH2:22][CH2:23]1)=[O:28])([CH3:33])([CH3:31])[CH3:32]. Given the reactants Cl[C:2]1[N:7]=[C:6]([C:8]([OH:11])([CH3:10])[CH3:9])[CH:5]=[C:4]([CH2:12][C:13]2[CH:18]=[CH:17][C:16]([Cl:19])=[CH:15][CH:14]=2)[N:3]=1.[NH2:20][CH:21]1[CH2:26][CH2:25][N:24]([C:27]([O:29][C:30]([CH3:33])([CH3:32])[CH3:31])=[O:28])[CH2:23][CH2:22]1.CC(C)([O-])C.[Na+].C1(P(C2CCCCC2)C2C=CC=CC=2C2C=CC=CC=2)CCCCC1, predict the reaction product. (6) Given the reactants [CH3:1][O:2][C:3]1[CH:8]=[CH:7][C:6]([CH:9]=[O:10])=[CH:5][C:4]=1[C:11]1[CH:16]=[CH:15][C:14]([O:17][CH3:18])=[CH:13][CH:12]=1.[BH4-], predict the reaction product. The product is: [CH3:1][O:2][C:3]1[CH:8]=[CH:7][C:6]([CH2:9][OH:10])=[CH:5][C:4]=1[C:11]1[CH:16]=[CH:15][C:14]([O:17][CH3:18])=[CH:13][CH:12]=1. (7) Given the reactants [F:1][C:2]1[CH:9]=[CH:8][C:5]([CH2:6][NH2:7])=[CH:4][CH:3]=1.[Al](C)(C)C.C[O:15][C:16]([C:18]1[CH:23]=[C:22]([C:24]2[N:25]=[N:26][NH:27][N:28]=2)[CH:21]=[C:20]([CH3:29])[N:19]=1)=O, predict the reaction product. The product is: [F:1][C:2]1[CH:9]=[CH:8][C:5]([CH2:6][NH:7][C:16]([C:18]2[CH:23]=[C:22]([C:24]3[N:28]=[N:27][NH:26][N:25]=3)[CH:21]=[C:20]([CH3:29])[N:19]=2)=[O:15])=[CH:4][CH:3]=1. (8) Given the reactants [NH2:1][CH:2]([C:8]1[CH:13]=[CH:12][C:11]([O:14][CH3:15])=[C:10]([O:16][CH3:17])[CH:9]=1)[CH2:3][C:4]([O:6][CH3:7])=[O:5].[C:18]([NH:21][C@H:22]([C:30]([OH:32])=[O:31])[CH2:23][C:24]1[CH:29]=[CH:28][CH:27]=[CH:26][CH:25]=1)(=[O:20])[CH3:19], predict the reaction product. The product is: [C:18]([NH:21][C@H:22]([C:30]([OH:32])=[O:31])[CH2:23][C:24]1[CH:25]=[CH:26][CH:27]=[CH:28][CH:29]=1)(=[O:20])[CH3:19].[NH2:1][C@@H:2]([C:8]1[CH:13]=[CH:12][C:11]([O:14][CH3:15])=[C:10]([O:16][CH3:17])[CH:9]=1)[CH2:3][C:4]([O:6][CH3:7])=[O:5].